This data is from Full USPTO retrosynthesis dataset with 1.9M reactions from patents (1976-2016). The task is: Predict the reactants needed to synthesize the given product. (1) Given the product [Cl:1][C:2]1[CH:23]=[C:22]([Cl:24])[CH:21]=[CH:20][C:3]=1[CH2:4][N:5]1[C:9]([CH2:10][CH2:11][C:12]([O:14][CH2:15][CH3:16])=[O:13])=[CH:8][C:7]([CH:17]([CH3:19])[CH3:18])=[N:6]1, predict the reactants needed to synthesize it. The reactants are: [Cl:1][C:2]1[CH:23]=[C:22]([Cl:24])[CH:21]=[CH:20][C:3]=1[CH2:4][N:5]1[C:9](/[CH:10]=[CH:11]/[C:12]([O:14][CH2:15][CH3:16])=[O:13])=[CH:8][C:7]([CH:17]([CH3:19])[CH3:18])=[N:6]1. (2) Given the product [OH:13][N:12]=[C:2]([C:3]1[O:14][CH:6]=[CH:5][CH:4]=1)[NH2:1], predict the reactants needed to synthesize it. The reactants are: [NH2:1][C:2](=[N:12][OH:13])[C:3]1C=C[C:6](C(N)=O)=[CH:5][CH:4]=1.[OH:14]C1C=C(C=CC=1)C#N. (3) Given the product [Br:1][C:2]1[CH:10]=[CH:9][C:8]([CH3:11])=[C:7]2[C:3]=1[C:4]([CH2:12][CH2:13][O:14][Si:20]([C:23]([CH3:26])([CH3:25])[CH3:24])([CH3:22])[CH3:21])=[CH:5][NH:6]2, predict the reactants needed to synthesize it. The reactants are: [Br:1][C:2]1[CH:10]=[CH:9][C:8]([CH3:11])=[C:7]2[C:3]=1[C:4]([CH2:12][CH2:13][OH:14])=[CH:5][NH:6]2.N1C=CN=C1.[Si:20](Cl)([C:23]([CH3:26])([CH3:25])[CH3:24])([CH3:22])[CH3:21]. (4) Given the product [C:18]([O:22][C:23]([C@@H:25]([CH2:29][C:30]1[CH:31]=[CH:32][CH:33]=[CH:34][CH:35]=1)[C:26]([NH:1][C:2]1[CH:3]=[C:4]([CH:9]=[C:10]([C:12]2[CH:17]=[CH:16][N:15]=[CH:14][CH:13]=2)[CH:11]=1)[C:5]([O:7][CH3:8])=[O:6])=[O:27])=[O:24])([CH3:21])([CH3:19])[CH3:20], predict the reactants needed to synthesize it. The reactants are: [NH2:1][C:2]1[CH:3]=[C:4]([CH:9]=[C:10]([C:12]2[CH:17]=[CH:16][N:15]=[CH:14][CH:13]=2)[CH:11]=1)[C:5]([O:7][CH3:8])=[O:6].[C:18]([O:22][C:23]([C@@H:25]([CH2:29][C:30]1[CH:35]=[CH:34][CH:33]=[CH:32][CH:31]=1)[C:26](O)=[O:27])=[O:24])([CH3:21])([CH3:20])[CH3:19].C(N(C(C)C)CC)(C)C.F[P-](F)(F)(F)(F)F.N1(OC(N(C)C)=[N+](C)C)C2C=CC=CC=2N=N1. (5) The reactants are: [F:1][C:2]1[CH:3]=[CH:4][C:5]([NH:8][NH2:9])=[N:6][CH:7]=1.[CH:10]1([C:16](O)=[O:17])[CH2:15][CH2:14][CH2:13][CH2:12][CH2:11]1.C1C=CC2N(O)N=NC=2C=1.C(Cl)CCl. Given the product [F:1][C:2]1[CH:3]=[CH:4][C:5]([NH:8][NH:9][C:16]([CH:10]2[CH2:15][CH2:14][CH2:13][CH2:12][CH2:11]2)=[O:17])=[N:6][CH:7]=1, predict the reactants needed to synthesize it. (6) Given the product [CH3:13][O:12][C:8]1[CH:9]=[C:10]([CH3:11])[C:5]([C:3]2[N:15]=[C:16]([NH2:18])[S:17][CH:2]=2)=[C:6]([CH3:14])[CH:7]=1, predict the reactants needed to synthesize it. The reactants are: Br[CH2:2][C:3]([C:5]1[C:10]([CH3:11])=[CH:9][C:8]([O:12][CH3:13])=[CH:7][C:6]=1[CH3:14])=O.[NH2:15][C:16]([NH2:18])=[S:17]. (7) The reactants are: [C:1]([N:8]([CH3:16])[C@H:9]1[CH2:14][CH2:13][C@H:12]([NH2:15])[CH2:11][CH2:10]1)([O:3][C:4]([CH3:7])([CH3:6])[CH3:5])=[O:2].[OH:17][C:18]1[CH:25]=[CH:24][C:23]([C:26]2[CH:31]=[CH:30][N:29]=[CH:28][CH:27]=2)=[CH:22][C:19]=1[CH:20]=O. Given the product [OH:17][C:18]1[CH:25]=[CH:24][C:23]([C:26]2[CH:27]=[CH:28][N:29]=[CH:30][CH:31]=2)=[CH:22][C:19]=1[CH2:20][NH:15][CH:12]1[CH2:11][CH2:10][CH:9]([N:8]([CH3:16])[C:1](=[O:2])[O:3][C:4]([CH3:7])([CH3:6])[CH3:5])[CH2:14][CH2:13]1, predict the reactants needed to synthesize it.